Dataset: Peptide-MHC class I binding affinity with 185,985 pairs from IEDB/IMGT. Task: Regression. Given a peptide amino acid sequence and an MHC pseudo amino acid sequence, predict their binding affinity value. This is MHC class I binding data. (1) The peptide sequence is CTFLLNKEMY. The MHC is HLA-A29:02 with pseudo-sequence HLA-A29:02. The binding affinity (normalized) is 0.383. (2) The peptide sequence is FMSDMSSK. The MHC is H-2-Kb with pseudo-sequence H-2-Kb. The binding affinity (normalized) is 0. (3) The peptide sequence is TVGYMYIMK. The MHC is HLA-B27:05 with pseudo-sequence HLA-B27:05. The binding affinity (normalized) is 0.0847. (4) The MHC is HLA-B58:01 with pseudo-sequence HLA-B58:01. The binding affinity (normalized) is 0.459. The peptide sequence is SALNHTKKW. (5) The peptide sequence is ITLWQRPIV. The MHC is HLA-B53:01 with pseudo-sequence HLA-B53:01. The binding affinity (normalized) is 0.0767. (6) The peptide sequence is VPVSLVNSI. The MHC is HLA-B07:02 with pseudo-sequence HLA-B07:02. The binding affinity (normalized) is 0.364. (7) The peptide sequence is FYLPNIVDY. The MHC is HLA-A24:02 with pseudo-sequence HLA-A24:02. The binding affinity (normalized) is 0.435.